The task is: Predict which catalyst facilitates the given reaction.. This data is from Catalyst prediction with 721,799 reactions and 888 catalyst types from USPTO. (1) Reactant: Cl.[NH2:2][C@@H:3]1[CH2:8][CH2:7][C@H:6]([NH:9][C:10](=[O:14])[CH:11]([CH3:13])[CH3:12])[CH2:5][CH2:4]1.CCN(C(C)C)C(C)C.F[C:25]1[CH:26]=[C:27]([CH2:34][OH:35])[CH:28]=[CH:29][C:30]=1[N+:31]([O-:33])=[O:32]. Product: [OH:35][CH2:34][C:27]1[CH:28]=[CH:29][C:30]([N+:31]([O-:33])=[O:32])=[C:25]([NH:2][C@@H:3]2[CH2:4][CH2:5][C@H:6]([NH:9][C:10](=[O:14])[CH:11]([CH3:12])[CH3:13])[CH2:7][CH2:8]2)[CH:26]=1. The catalyst class is: 10. (2) Reactant: [Cl:1][C:2]1[CH:17]=[CH:16][C:5]([O:6][C:7]2[CH:8]=[C:9]([CH:13]=[CH:14][CH:15]=2)[C:10](Cl)=[O:11])=[C:4]([N+:18]([O-:20])=[O:19])[CH:3]=1.[C:21]([Si:25]([CH3:35])([CH3:34])[O:26][C:27]1[CH:28]=[C:29]([NH2:33])[CH:30]=[CH:31][CH:32]=1)([CH3:24])([CH3:23])[CH3:22].C(N(CC)C(C)C)(C)C.O. Product: [C:21]([Si:25]([CH3:35])([CH3:34])[O:26][C:27]1[CH:28]=[C:29]([NH:33][C:10](=[O:11])[C:9]2[CH:13]=[CH:14][CH:15]=[C:7]([O:6][C:5]3[CH:16]=[CH:17][C:2]([Cl:1])=[CH:3][C:4]=3[N+:18]([O-:20])=[O:19])[CH:8]=2)[CH:30]=[CH:31][CH:32]=1)([CH3:24])([CH3:23])[CH3:22]. The catalyst class is: 1. (3) Reactant: [F:1][C:2]1[CH:7]=[CH:6][C:5](B(O)O)=[CH:4][CH:3]=1.C(=O)([O-])[O-].[Na+].[Na+].Br[C:18]1[CH:19]=[CH:20][C:21]([F:24])=[N:22][CH:23]=1.C1(C)C=CC=CC=1. Product: [F:24][C:21]1[CH:20]=[CH:19][C:18]([C:5]2[CH:6]=[CH:7][C:2]([F:1])=[CH:3][CH:4]=2)=[CH:23][N:22]=1. The catalyst class is: 461. (4) Reactant: [CH:1]1([C:5]2[C:13](I)=[CH:12][C:8]([C:9]([OH:11])=[O:10])=[C:7]([CH2:15][CH3:16])[CH:6]=2)[CH2:4][CH2:3][CH2:2]1.[Li]CCCC.[C:22](=O)([O:25]C)[O:23][CH3:24]. Product: [CH:1]1([C:5]2[C:13]([C:22]([O:23][CH3:24])=[O:25])=[CH:12][C:8]([C:9]([OH:11])=[O:10])=[C:7]([CH2:15][CH3:16])[CH:6]=2)[CH2:4][CH2:3][CH2:2]1. The catalyst class is: 1. (5) Reactant: [C:1]1([CH:7]2[NH:11][C@H:10]([C:12]([OH:14])=O)[CH2:9][S:8]2)[CH:6]=[CH:5][CH:4]=[CH:3][CH:2]=1.[CH2:15]([N:22]=[C:23]=[O:24])[C:16]1[CH:21]=[CH:20][CH:19]=[CH:18][CH:17]=1.Cl.O. Product: [CH2:15]([N:22]1[C:12](=[O:14])[C@H:10]2[N:11]([C@H:7]([C:1]3[CH:2]=[CH:3][CH:4]=[CH:5][CH:6]=3)[S:8][CH2:9]2)[C:23]1=[O:24])[C:16]1[CH:21]=[CH:20][CH:19]=[CH:18][CH:17]=1. The catalyst class is: 1. (6) Reactant: [F:1][C:2]1[CH:7]=[CH:6][C:5]([SH:8])=[CH:4][CH:3]=1.Cl[C:10]1[CH:15]=[CH:14][CH:13]=[CH:12][C:11]=1[N+:16]([O-:18])=[O:17].[H-].[Na+]. Product: [N+:16]([C:11]1[CH:12]=[CH:13][CH:14]=[CH:15][C:10]=1[S:8][C:5]1[CH:6]=[CH:7][C:2]([F:1])=[CH:3][CH:4]=1)([O-:18])=[O:17]. The catalyst class is: 1.